From a dataset of Reaction yield outcomes from USPTO patents with 853,638 reactions. Predict the reaction yield, written as a fraction of the theoretical maximum amount of product (1.0 means a 100% yield; for example, 0.34 means a 34% yield). (1) The catalyst is O1CCCC1. The yield is 0.495. The product is [O:8]1[C:12]2[CH:13]=[CH:14][CH:15]=[CH:16][C:11]=2[C:10]([NH:17][C:18]([N:20]2[CH2:25][CH2:24][N:23]([C:34]([O:36][CH2:37][CH:38]([CH3:40])[CH3:39])=[O:35])[CH2:22][CH2:21]2)=[O:19])=[N:9]1. The reactants are FC(F)(F)C(O)=O.[O:8]1[C:12]2[CH:13]=[CH:14][CH:15]=[CH:16][C:11]=2[C:10]([NH:17][C:18]([N:20]2[CH2:25][CH2:24][NH:23][CH2:22][CH2:21]2)=[O:19])=[N:9]1.C(N(CC)CC)C.Cl[C:34]([O:36][CH2:37][CH:38]([CH3:40])[CH3:39])=[O:35].O. (2) The yield is 0.760. The catalyst is O1CCCC1. The product is [F:13][C:10]1([F:12])[O:9][C:8]2[CH:14]=[CH:15][C:5]([CH2:3][OH:2])=[CH:6][C:7]=2[O:11]1. The reactants are C[O:2][C:3]([C:5]1[CH:15]=[CH:14][C:8]2[O:9][C:10]([F:13])([F:12])[O:11][C:7]=2[CH:6]=1)=O.[H-].[Al+3].[Li+].[H-].[H-].[H-].O.[OH-].[Na+].